From a dataset of Full USPTO retrosynthesis dataset with 1.9M reactions from patents (1976-2016). Predict the reactants needed to synthesize the given product. Given the product [Br:35][C:13]1[S:14][C:10]2[C:9]([CH2:15][CH:16]([CH2:21][CH3:22])[CH2:17][CH2:18][CH2:19][CH3:20])=[C:8]3[CH:23]=[CH:24][S:25][C:7]3=[C:6]([O:5][CH2:4][CH:3]([CH2:1][CH3:2])[CH2:26][CH2:27][CH2:28][CH3:29])[C:11]=2[CH:12]=1, predict the reactants needed to synthesize it. The reactants are: [CH2:1]([CH:3]([CH2:26][CH2:27][CH2:28][CH3:29])[CH2:4][O:5][C:6]1[C:11]2[CH:12]=[CH:13][S:14][C:10]=2[C:9]([CH2:15][CH:16]([CH2:21][CH3:22])[CH2:17][CH2:18][CH2:19][CH3:20])=[C:8]2[CH:23]=[CH:24][S:25][C:7]=12)[CH3:2].C([Li])CCC.[Br:35]C(Br)(F)C(F)(F)F.